From a dataset of Reaction yield outcomes from USPTO patents with 853,638 reactions. Predict the reaction yield, written as a fraction of the theoretical maximum amount of product (1.0 means a 100% yield; for example, 0.34 means a 34% yield). (1) The reactants are [F:1][C:2]1[CH:9]=[CH:8][C:7]([C:10]2[S:11][CH:12]=[CH:13][N:14]=2)=[CH:6][C:3]=1[C:4]#[N:5].[Br:15]N1C(=O)CCC1=O.[OH-].[Na+]. The catalyst is CN(C=O)C. The product is [Br:15][C:12]1[S:11][C:10]([C:7]2[CH:8]=[CH:9][C:2]([F:1])=[C:3]([CH:6]=2)[C:4]#[N:5])=[N:14][CH:13]=1. The yield is 0.700. (2) The reactants are [CH3:1][O:2][C:3]([C:5]1[C:6]([C:18]2[CH:23]=[CH:22][C:21]([F:24])=[CH:20][CH:19]=2)([CH3:17])[N:7]=[C:8]([C:12]2[S:13][CH:14]=[CH:15][N:16]=2)[NH:9][C:10]=1[CH3:11])=[O:4].[CH3:25][C:26]([O:29][C:30](O[C:30]([O:29][C:26]([CH3:28])([CH3:27])[CH3:25])=[O:31])=[O:31])([CH3:28])[CH3:27]. The catalyst is C(Cl)Cl.CN(C1C=CN=CC=1)C. The product is [CH3:1][O:2][C:3]([C:5]1[C:6]([C:18]2[CH:19]=[CH:20][C:21]([F:24])=[CH:22][CH:23]=2)([CH3:17])[N:7]=[C:8]([C:12]2[S:13][CH:14]=[CH:15][N:16]=2)[N:9]([C:30]([O:29][C:26]([CH3:28])([CH3:27])[CH3:25])=[O:31])[C:10]=1[CH3:11])=[O:4]. The yield is 0.705. (3) The reactants are [F:1][C:2]1[CH:7]=[CH:6][C:5]([C:8]2([C:14](O)=[O:15])[CH2:13][CH2:12][CH2:11][CH2:10][CH2:9]2)=[CH:4][CH:3]=1. The catalyst is C1COCC1. The product is [F:1][C:2]1[CH:3]=[CH:4][C:5]([C:8]2([CH2:14][OH:15])[CH2:13][CH2:12][CH2:11][CH2:10][CH2:9]2)=[CH:6][CH:7]=1. The yield is 1.00. (4) The reactants are C[O:2][C:3](=[O:24])[C:4]1[CH:9]=[CH:8][CH:7]=[C:6]([NH:10][C:11]([C:13]2[N:14]=[CH:15][C:16]3[C:21]([CH:22]=2)=[CH:20][CH:19]=[CH:18][CH:17]=3)=O)[C:5]=1[NH2:23].C([O-])(C)=O.[NH4+]. The catalyst is CC(O)=O. The product is [CH:15]1[C:16]2[C:21](=[CH:20][CH:19]=[CH:18][CH:17]=2)[CH:22]=[C:13]([C:11]2[NH:10][C:6]3[CH:7]=[CH:8][CH:9]=[C:4]([C:3]([OH:2])=[O:24])[C:5]=3[N:23]=2)[N:14]=1. The yield is 0.550.